Dataset: Full USPTO retrosynthesis dataset with 1.9M reactions from patents (1976-2016). Task: Predict the reactants needed to synthesize the given product. (1) Given the product [C:24]1([S:30][C:31]2[C:32]3[CH:47]=[C:46]4[C:41]([CH:42]=[CH:43][CH:44]=[CH:45]4)=[CH:40][C:33]=3[S:34][CH:35]=2)[CH:29]=[CH:28][CH:27]=[CH:26][CH:25]=1, predict the reactants needed to synthesize it. The reactants are: C1COCC1.[F-].C([N+](CCCC)(CCCC)CCCC)CCC.[C:24]1([S:30][C:31]2[C:32]3[CH:47]=[C:46]4[C:41]([CH:42]=[CH:43][CH:44]=[CH:45]4)=[CH:40][C:33]=3[S:34][C:35]=2[Si](C)(C)C)[CH:29]=[CH:28][CH:27]=[CH:26][CH:25]=1. (2) Given the product [Br:1][C:2]1[CH:7]=[C:6]([OH:17])[CH:5]=[C:4]([CH3:8])[C:3]=1[CH3:9], predict the reactants needed to synthesize it. The reactants are: [Br:1][C:2]1[CH:7]=[CH:6][CH:5]=[C:4]([CH3:8])[C:3]=1[CH3:9].CCN(CC[O:17]C1C=CC(CC2C=CC=CC=2)=CC=1)CC.Cl. (3) Given the product [CH3:8][O:9][C:10]1[N:15]=[CH:14][C:13]([NH:16][C:17]2[C:18]([C:37]3[N:45]=[C:44]([CH3:46])[N:43]=[C:42]4[C:38]=3[N:39]=[CH:40][NH:41]4)=[CH:19][C:20]([CH2:23][N:24]3[CH2:25][CH2:26][NH:27][CH2:28][CH2:29]3)=[CH:21][N:22]=2)=[CH:12][CH:11]=1, predict the reactants needed to synthesize it. The reactants are: C(O)(C(F)(F)F)=O.[CH3:8][O:9][C:10]1[N:15]=[CH:14][C:13]([NH:16][C:17]2[N:22]=[CH:21][C:20]([CH2:23][N:24]3[CH2:29][CH2:28][N:27](C(OC(C)(C)C)=O)[CH2:26][CH2:25]3)=[CH:19][C:18]=2[C:37]2[N:45]=[C:44]([CH3:46])[N:43]=[C:42]3[C:38]=2[N:39]=[CH:40][N:41]3C2CCCCO2)=[CH:12][CH:11]=1.C(Cl)Cl.